This data is from Reaction yield outcomes from USPTO patents with 853,638 reactions. The task is: Predict the reaction yield, written as a fraction of the theoretical maximum amount of product (1.0 means a 100% yield; for example, 0.34 means a 34% yield). (1) The catalyst is CO. The yield is 0.930. The product is [NH:1]1[C:9]2[C:4](=[CH:5][C:6]([C:10]([NH:15][NH2:16])=[O:12])=[CH:7][CH:8]=2)[CH:3]=[N:2]1. The reactants are [NH:1]1[C:9]2[C:4](=[CH:5][C:6]([C:10]([O:12]C)=O)=[CH:7][CH:8]=2)[CH:3]=[N:2]1.O.[NH2:15][NH2:16]. (2) The reactants are [C:1]([O:5][C:6]([N:8]1[CH2:12][C@H:11]([CH2:13][O:14][CH3:15])[CH2:10][C@H:9]1[C:16]1[NH:20][C:19]2[C:21]3[C:26]([CH:27]=[CH:28][C:18]=2[N:17]=1)=[CH:25][C:24]1[C:29]2[C:34]([CH2:35][O:36][C:23]=1[CH:22]=3)=[CH:33][C:32](Cl)=[CH:31][CH:30]=2)=[O:7])([CH3:4])([CH3:3])[CH3:2].[B:38]1([B:38]2[O:42][C:41]([CH3:44])([CH3:43])[C:40]([CH3:46])([CH3:45])[O:39]2)[O:42][C:41]([CH3:44])([CH3:43])[C:40]([CH3:46])([CH3:45])[O:39]1.C([O-])(=O)C.[K+].C1(P(C2CCCCC2)C2C=CC=CC=2C2C(C(C)C)=CC(C(C)C)=CC=2C(C)C)CCCCC1. The catalyst is O1CCOCC1.C(OCC)(=O)C.[Pd].C(=CC(C=CC1C=CC=CC=1)=O)C1C=CC=CC=1.C(=CC(C=CC1C=CC=CC=1)=O)C1C=CC=CC=1.C(=CC(C=CC1C=CC=CC=1)=O)C1C=CC=CC=1. The product is [CH3:15][O:14][CH2:13][C@H:11]1[CH2:12][N:8]([C:6]([O:5][C:1]([CH3:4])([CH3:2])[CH3:3])=[O:7])[C@H:9]([C:16]2[NH:20][C:19]3[C:21]4[C:26]([CH:27]=[CH:28][C:18]=3[N:17]=2)=[CH:25][C:24]2[C:29]3[C:34]([CH2:35][O:36][C:23]=2[CH:22]=4)=[CH:33][C:32]([B:38]2[O:42][C:41]([CH3:44])([CH3:43])[C:40]([CH3:46])([CH3:45])[O:39]2)=[CH:31][CH:30]=3)[CH2:10]1. The yield is 0.960. (3) The reactants are Cl.[CH:2]1([NH:5][C:6]([NH:8][C:9]2[CH:14]=[CH:13][C:12]([C:15]3[N:16]=[C:17]([N:24]4[CH2:29][CH2:28][O:27][CH2:26][C@@H:25]4[CH3:30])[C:18]4[CH2:23][NH:22][CH2:21][C:19]=4[N:20]=3)=[C:11]([F:31])[CH:10]=2)=[O:7])[CH2:4][CH2:3]1.CCN(CC)CC.[CH3:39][S:40](Cl)(=[O:42])=[O:41]. The catalyst is CN(C=O)C. The product is [CH:2]1([NH:5][C:6]([NH:8][C:9]2[CH:14]=[CH:13][C:12]([C:15]3[N:16]=[C:17]([N:24]4[CH2:29][CH2:28][O:27][CH2:26][C@@H:25]4[CH3:30])[C:18]4[CH2:23][N:22]([S:40]([CH3:39])(=[O:42])=[O:41])[CH2:21][C:19]=4[N:20]=3)=[C:11]([F:31])[CH:10]=2)=[O:7])[CH2:3][CH2:4]1. The yield is 0.550. (4) The reactants are [CH2:1]([C@H:3]1[C@@H:7]([CH2:8][OH:9])[CH2:6][C:5](=[CH:10][C:11]([O:13][CH2:14][CH3:15])=[O:12])[CH2:4]1)[CH3:2]. The product is [CH2:1]([C@H:3]1[C@@H:7]([CH2:8][OH:9])[CH2:6][C@H:5]([CH2:10][C:11]([O:13][CH2:14][CH3:15])=[O:12])[CH2:4]1)[CH3:2]. The yield is 0.870. The catalyst is C(Cl)Cl.C1CCC(P(C2CCCCC2)C2CCCCC2)CC1.C1CC=CCCC=C1.C1C=CN=CC=1.F[P-](F)(F)(F)(F)F.[Ir].